The task is: Regression/Classification. Given a drug SMILES string, predict its toxicity properties. Task type varies by dataset: regression for continuous values (e.g., LD50, hERG inhibition percentage) or binary classification for toxic/non-toxic outcomes (e.g., AMES mutagenicity, cardiotoxicity, hepatotoxicity). Dataset: herg_karim.. This data is from hERG potassium channel inhibition data for cardiac toxicity prediction from Karim et al.. (1) The drug is O=c1n(Cc2ccc(Cl)cc2)c2sc3c(c2c2ncnn12)CCN(CC1CCOCC1)C3. The result is 1 (blocker). (2) The result is 0 (non-blocker). The compound is Cc1sc(Nc2ccc(Cl)cc2F)nc1C(=O)N1CCC[C@H](C)[C@@H]1C. (3) The compound is CC1(C)Oc2ccc(NC(=O)c3ccc(F)cn3)cc2[C@@]2(COC(N)=N2)C12CC2. The result is 0 (non-blocker). (4) The compound is CCc1nc(N2CCC(CCNS(N)(=O)=O)CC2)c2cc(OC)c(OC)cc2n1. The result is 1 (blocker). (5) The molecule is Cc1ccc2c(N3CCN(CCCc4cccc5c4OCC(=O)N5C)[C@H](C)C3)cc(F)cc2n1. The result is 1 (blocker). (6) The compound is O=C(c1ccc(-c2ccc3c(c2)CCN(CCN2CCCC2)C3=O)c(F)c1)N1CCCC1. The result is 0 (non-blocker). (7) The molecule is CC(C)(C)NC(=O)NCCN1CCC(CNC(=O)c2cc(Cl)cc(Cl)c2)C1. The result is 1 (blocker).